Dataset: Catalyst prediction with 721,799 reactions and 888 catalyst types from USPTO. Task: Predict which catalyst facilitates the given reaction. (1) Reactant: CN(C=O)C.[CH3:6][O:7][C:8]1[CH:13]=[CH:12][C:11]([N+:14]([O-])=O)=[CH:10][C:9]=1[OH:17].Cl.Cl[CH2:20][CH2:21][N:22]1[CH2:26][CH2:25][CH2:24][CH2:23]1.C([O-])([O-])=O.[K+].[K+]. Product: [CH3:6][O:7][C:8]1[CH:13]=[CH:12][C:11]([NH2:14])=[CH:10][C:9]=1[O:17][CH2:20][CH2:21][N:22]1[CH2:26][CH2:25][CH2:24][CH2:23]1. The catalyst class is: 6. (2) Reactant: [Br:1][C:2]1([Br:20])[C:4]2([CH2:8][C@@H:7]([C:9]([O:11]C)=[O:10])[N:6]([C:13]([O:15][C:16]([CH3:19])([CH3:18])[CH3:17])=[O:14])[CH2:5]2)[CH2:3]1. Product: [Br:20][C:2]1([Br:1])[C:4]2([CH2:8][C@@H:7]([C:9]([OH:11])=[O:10])[N:6]([C:13]([O:15][C:16]([CH3:18])([CH3:17])[CH3:19])=[O:14])[CH2:5]2)[CH2:3]1. The catalyst class is: 87. (3) Reactant: [F:1][C:2]1[CH:7]=[CH:6][C:5]([C:8]2[N:9]=[C:10]3[CH:15]=[CH:14][C:13]([N:16]4[CH2:21][CH2:20][N:19]([CH3:22])[CH2:18][CH2:17]4)=[N:12][N:11]3[C:23]=2[CH:24]2[CH:29]=[CH:28][N:27](C(OCC)=O)[CH:26]=[CH:25]2)=[CH:4][CH:3]=1.C1(Cl)C(Cl)=C(Cl)C(=O)C(=O)C=1Cl.[OH-].[Na+]. Product: [F:1][C:2]1[CH:7]=[CH:6][C:5]([C:8]2[N:9]=[C:10]3[CH:15]=[CH:14][C:13]([N:16]4[CH2:17][CH2:18][N:19]([CH3:22])[CH2:20][CH2:21]4)=[N:12][N:11]3[C:23]=2[C:24]2[CH:25]=[CH:26][N:27]=[CH:28][CH:29]=2)=[CH:4][CH:3]=1. The catalyst class is: 11.